Dataset: Full USPTO retrosynthesis dataset with 1.9M reactions from patents (1976-2016). Task: Predict the reactants needed to synthesize the given product. (1) Given the product [NH2:35][C:34]1[C:33]([CH:12]2[CH2:13][C@@H:14]([O:15][Si:16]([C:29]([CH3:30])([CH3:31])[CH3:32])([C:17]3[CH:18]=[CH:19][CH:20]=[CH:21][CH:22]=3)[C:23]3[CH:28]=[CH:27][CH:26]=[CH:25][CH:24]=3)[C@H:10]([CH2:9][O:8][CH2:1][C:2]3[CH:7]=[CH:6][CH:5]=[CH:4][CH:3]=3)[CH2:11]2)=[CH:36][O:37][C:38]=1[C:39]#[N:40], predict the reactants needed to synthesize it. The reactants are: [CH2:1]([O:8][CH2:9][C@H:10]1[C@H:14]([O:15][Si:16]([C:29]([CH3:32])([CH3:31])[CH3:30])([C:23]2[CH:28]=[CH:27][CH:26]=[CH:25][CH:24]=2)[C:17]2[CH:22]=[CH:21][CH:20]=[CH:19][CH:18]=2)[CH2:13][CH:12]([C:33](=[CH:36][O:37][CH2:38][C:39]#[N:40])[C:34]#[N:35])[CH2:11]1)[C:2]1[CH:7]=[CH:6][CH:5]=[CH:4][CH:3]=1.C([N-]C(C)C)(C)C.[Li+].O. (2) The reactants are: [F:1][C:2]1[CH:8]=[C:7]([Br:9])[CH:6]=[CH:5][C:3]=1N.[BH3-][C:11]#[N:12].[Na+].O.[OH-].[K+].[CH3:17]C(O)=O. Given the product [Br:9][C:7]1[CH:6]=[CH:5][C:3]([N:12]([CH3:11])[CH3:17])=[C:2]([F:1])[CH:8]=1, predict the reactants needed to synthesize it. (3) The reactants are: N12CCCN=C1CCCCC2.Cl.[NH2:13][CH2:14][C:15]1[CH:23]=[CH:22][CH:21]=[C:20]2[C:16]=1[C:17](=[O:33])[N:18]([CH:25]1[CH2:30][CH2:29][C:28](=[O:31])[NH:27][C:26]1=[O:32])[C:19]2=[O:24].[C:34](Cl)(=[O:37])[CH2:35][CH3:36]. Given the product [O:32]=[C:26]1[CH:25]([N:18]2[C:17](=[O:33])[C:16]3[C:20](=[CH:21][CH:22]=[CH:23][C:15]=3[CH2:14][NH:13][C:34](=[O:37])[CH2:35][CH3:36])[C:19]2=[O:24])[CH2:30][CH2:29][C:28](=[O:31])[NH:27]1, predict the reactants needed to synthesize it. (4) Given the product [Cl:1][C:2]1[N:3]=[N:4][C:5]([Cl:8])=[CH:6][C:7]=1[CH:20]([N:11]1[C:12](=[O:19])[C:13]2[C:18](=[CH:17][CH:16]=[CH:15][CH:14]=2)[C:10]1=[O:9])[CH2:24][CH3:25], predict the reactants needed to synthesize it. The reactants are: [Cl:1][C:2]1[N:3]=[N:4][C:5]([Cl:8])=[CH:6][CH:7]=1.[O:9]=[C:10]1[C:18]2[C:13](=[CH:14][CH:15]=[CH:16][CH:17]=2)[C:12](=[O:19])[N:11]1[CH:20]([CH2:24][CH3:25])C(O)=O.FC(F)(F)C(O)=O.N. (5) Given the product [CH2:1]([O:3][C:4]([C:6]1[C:12]2[NH:13][C:14]3[CH:15]=[CH:16][CH:17]=[CH:18][C:19]=3[C:11]=2[CH:10]([OH:20])[CH2:9][N:8]([C:21](=[O:29])[C:22]2[CH:27]=[CH:26][C:25]([F:28])=[CH:24][CH:23]=2)[CH:7]=1)=[O:5])[CH3:2], predict the reactants needed to synthesize it. The reactants are: [CH2:1]([O:3][C:4]([C:6]1[C:12]2[NH:13][C:14]3[CH:15]=[CH:16][CH:17]=[CH:18][C:19]=3[C:11]=2[C:10](=[O:20])[CH2:9][N:8]([C:21](=[O:29])[C:22]2[CH:27]=[CH:26][C:25]([F:28])=[CH:24][CH:23]=2)[CH:7]=1)=[O:5])[CH3:2].[BH3-]C#N.[Na+].[OH-].[NH4+].